This data is from Forward reaction prediction with 1.9M reactions from USPTO patents (1976-2016). The task is: Predict the product of the given reaction. (1) Given the reactants [CH3:1][O:2][C:3]1[CH:4]=[C:5]2[C:10](=[CH:11][C:12]=1[CH3:13])[N:9]=[CH:8][N:7]=[C:6]2[N:14]1[CH2:19][CH2:18][NH:17][CH2:16][CH2:15]1.[N:20]1[CH:25]=[CH:24][CH:23]=[C:22]([CH2:26][N:27]=[C:28]=[S:29])[CH:21]=1, predict the reaction product. The product is: [CH3:1][O:2][C:3]1[CH:4]=[C:5]2[C:10](=[CH:11][C:12]=1[CH3:13])[N:9]=[CH:8][N:7]=[C:6]2[N:14]1[CH2:15][CH2:16][N:17]([C:28](=[S:29])[NH:27][CH2:26][C:22]2[CH:21]=[N:20][CH:25]=[CH:24][CH:23]=2)[CH2:18][CH2:19]1. (2) Given the reactants Cl[C:2]1[N:7]=[C:6]([NH:8][C:9]2[CH:10]=[C:11]3[C:15](=[CH:16][CH:17]=2)[NH:14][N:13]=[CH:12]3)[CH:5]=[CH:4][N:3]=1.Cl.[CH3:19][O:20][C:21]1[CH:22]=[C:23]2[C:27](=[CH:28][CH:29]=1)[CH2:26][NH:25][CH2:24]2.C([O-])([O-])=O.[K+].[K+], predict the reaction product. The product is: [CH3:19][O:20][C:21]1[CH:22]=[C:23]2[C:27](=[CH:28][CH:29]=1)[CH2:26][N:25]([C:2]1[N:7]=[C:6]([NH:8][C:9]3[CH:10]=[C:11]4[C:15](=[CH:16][CH:17]=3)[NH:14][N:13]=[CH:12]4)[CH:5]=[CH:4][N:3]=1)[CH2:24]2.